Dataset: Reaction yield outcomes from USPTO patents with 853,638 reactions. Task: Predict the reaction yield, written as a fraction of the theoretical maximum amount of product (1.0 means a 100% yield; for example, 0.34 means a 34% yield). The reactants are C(=O)([O-])O.[Na+].[NH:6]1[CH:10]=[C:9]([CH2:11][CH2:12][NH2:13])[N:8]=[CH:7]1.[F:14][C:15]1[CH:20]=[CH:19][CH:18]=[CH:17][C:16]=1/[CH:21]=[CH:22]/[C:23](ON1C(=O)CCC1=O)=[O:24]. The catalyst is O1CCOCC1. The product is [F:14][C:15]1[CH:20]=[CH:19][CH:18]=[CH:17][C:16]=1/[CH:21]=[CH:22]/[C:23]([NH:13][CH2:12][CH2:11][C:9]1[N:8]=[CH:7][NH:6][CH:10]=1)=[O:24]. The yield is 0.360.